Dataset: Forward reaction prediction with 1.9M reactions from USPTO patents (1976-2016). Task: Predict the product of the given reaction. (1) Given the reactants Cl[C:2]1[C:11]2[CH:10]=[C:9]([CH2:12][C:13]3[CH:14]=[C:15]([CH:18]=[CH:19][CH:20]=3)[C:16]#[N:17])[CH:8]=[CH:7][C:6]=2[N:5]=[C:4]2[CH:21]=[N:22][N:23]([CH3:24])[C:3]=12.C(O)(=[O:27])C, predict the reaction product. The product is: [CH3:24][N:23]1[C:3]2[C:2](=[O:27])[C:11]3[CH:10]=[C:9]([CH2:12][C:13]4[CH:14]=[C:15]([CH:18]=[CH:19][CH:20]=4)[C:16]#[N:17])[CH:8]=[CH:7][C:6]=3[NH:5][C:4]=2[CH:21]=[N:22]1. (2) Given the reactants Cl.[Cl:2][C:3]1[CH:8]=[C:7]([Cl:9])[CH:6]=[CH:5][C:4]=1[NH:10][NH2:11].[OH-].[Na+].[C:14](OC(=O)C)(=[O:16])[CH3:15], predict the reaction product. The product is: [C:14]([NH:11][NH:10][C:4]1[CH:5]=[CH:6][C:7]([Cl:9])=[CH:8][C:3]=1[Cl:2])(=[O:16])[CH3:15]. (3) Given the reactants [CH:1]1([C:4]2[CH:9]=[CH:8][C:7]([S:10](Cl)(=[O:12])=[O:11])=[CH:6][CH:5]=2)[CH2:3][CH2:2]1.[F-:14].[K+], predict the reaction product. The product is: [CH:1]1([C:4]2[CH:9]=[CH:8][C:7]([S:10]([F:14])(=[O:12])=[O:11])=[CH:6][CH:5]=2)[CH2:3][CH2:2]1. (4) Given the reactants O[C:2]1([C:23]2[CH:28]=[CH:27][CH:26]=[C:25]([CH:29]([CH3:31])[CH3:30])[CH:24]=2)[C:6]2[CH:7]=[C:8]([NH:13][C:14](=[O:20])[CH2:15][C:16]([CH3:19])([CH3:18])[CH3:17])[C:9]([CH3:12])=[C:10]([CH3:11])[C:5]=2[O:4][C:3]1([CH3:22])[CH3:21], predict the reaction product. The product is: [CH:29]([C:25]1[CH:24]=[C:23]([CH:2]2[C:6]3[CH:7]=[C:8]([NH:13][C:14](=[O:20])[CH2:15][C:16]([CH3:19])([CH3:18])[CH3:17])[C:9]([CH3:12])=[C:10]([CH3:11])[C:5]=3[O:4][C:3]2([CH3:22])[CH3:21])[CH:28]=[CH:27][CH:26]=1)([CH3:30])[CH3:31]. (5) Given the reactants [O:1]=[S:2]1(=[O:12])[CH2:7][CH2:6][N:5]([CH2:8][CH2:9][CH2:10][OH:11])[CH2:4][CH2:3]1.[Cl:13][C:14]1[C:23]2[C:18](=[CH:19][C:20](O)=[C:21]([C:24]#[N:25])[CH:22]=2)[N:17]=[CH:16][CH:15]=1.C1(P(C2C=CC=CC=2)C2C=CC=CC=2)C=CC=CC=1.N(C(OCC)=O)=NC(OCC)=O, predict the reaction product. The product is: [Cl:13][C:14]1[C:23]2[C:18](=[CH:19][C:20]([O:11][CH2:10][CH2:9][CH2:8][N:5]3[CH2:6][CH2:7][S:2](=[O:1])(=[O:12])[CH2:3][CH2:4]3)=[C:21]([C:24]#[N:25])[CH:22]=2)[N:17]=[CH:16][CH:15]=1. (6) Given the reactants [Cl:1][C:2]1[CH:7]=[C:6]([C:8]#[C:9][CH3:10])[CH:5]=[C:4]([CH2:11]C)[C:3]=1[C:13]1[C:14](=[O:23])[CH:15]2[CH2:22][CH:18]([C:19]=1[O:20]C)[CH2:17][CH2:16]2, predict the reaction product. The product is: [Cl:1][C:2]#[C:7][C:6]1[CH:5]=[C:4]([CH3:11])[C:3]([CH:13]2[C:19](=[O:20])[CH:18]3[CH2:22][CH:15]([CH2:16][CH2:17]3)[C:14]2=[O:23])=[C:9]([CH3:10])[CH:8]=1. (7) Given the reactants C[O:2][C:3](=O)[C:4]1[CH:9]=[CH:8][CH:7]=[CH:6][C:5]=1[NH:10][C:11]([NH:13][CH2:14][CH2:15][CH:16]1[O:20][CH2:19][CH2:18][O:17]1)=[O:12].[OH-].[Na+], predict the reaction product. The product is: [O:17]1[CH2:18][CH2:19][O:20][CH:16]1[CH2:15][CH2:14][N:13]1[C:3](=[O:2])[C:4]2[C:5](=[CH:6][CH:7]=[CH:8][CH:9]=2)[NH:10][C:11]1=[O:12]. (8) Given the reactants Br[C:2]1[N:7]=[CH:6][C:5]([C:8]2[CH:9]=[C:10]3[C:14](=[CH:15][CH:16]=2)[C:13](=[O:17])[N:12]([CH3:18])[CH2:11]3)=[CH:4][CH:3]=1.CC1(C)C(C)(C)OB([C:27]2[CH:28]=[C:29]([NH:33][C:34](=[O:40])[O:35][C:36]([CH3:39])([CH3:38])[CH3:37])[CH:30]=[N:31][CH:32]=2)O1, predict the reaction product. The product is: [CH3:18][N:12]1[CH2:11][C:10]2[C:14](=[CH:15][CH:16]=[C:8]([C:5]3[CH:4]=[CH:3][C:2]([C:27]4[CH:32]=[N:31][CH:30]=[C:29]([NH:33][C:34](=[O:40])[O:35][C:36]([CH3:38])([CH3:37])[CH3:39])[CH:28]=4)=[N:7][CH:6]=3)[CH:9]=2)[C:13]1=[O:17]. (9) Given the reactants [F:1][C:2]1[CH:3]=[C:4]2[C:9](=[CH:10][C:11]=1F)[N:8]([CH2:13][C:14]1[CH:19]=[CH:18][C:17]([C:20]([F:23])([F:22])[F:21])=[CH:16][CH:15]=1)[CH:7]=[C:6]([C:24]1[N:28]=[C:27]([C:29]([C:32]3[CH:37]=[CH:36][C:35]([F:38])=[CH:34][CH:33]=3)([CH3:31])[CH3:30])[O:26][N:25]=1)[C:5]2=[O:39].[CH3:40][OH:41], predict the reaction product. The product is: [F:1][C:2]1[CH:3]=[C:4]2[C:9](=[CH:10][C:11]=1[O:41][CH3:40])[N:8]([CH2:13][C:14]1[CH:19]=[CH:18][C:17]([C:20]([F:21])([F:22])[F:23])=[CH:16][CH:15]=1)[CH:7]=[C:6]([C:24]1[N:28]=[C:27]([C:29]([C:32]3[CH:33]=[CH:34][C:35]([F:38])=[CH:36][CH:37]=3)([CH3:30])[CH3:31])[O:26][N:25]=1)[C:5]2=[O:39]. (10) Given the reactants I[C:2]1[CH:3]=[N:4][CH:5]=[CH:6][C:7]=1[C:8]1[O:9][C:10]2[CH:16]=[CH:15][C:14]([C:17]([F:20])([F:19])[F:18])=[CH:13][C:11]=2[N:12]=1.[C:21]1(B(O)O)[CH:26]=[CH:25][CH:24]=[CH:23][CH:22]=1.O1CCCC1.[OH-].[Na+], predict the reaction product. The product is: [C:21]1([C:2]2[CH:3]=[N:4][CH:5]=[CH:6][C:7]=2[C:8]2[O:9][C:10]3[CH:16]=[CH:15][C:14]([C:17]([F:20])([F:19])[F:18])=[CH:13][C:11]=3[N:12]=2)[CH:26]=[CH:25][CH:24]=[CH:23][CH:22]=1.